Dataset: Full USPTO retrosynthesis dataset with 1.9M reactions from patents (1976-2016). Task: Predict the reactants needed to synthesize the given product. Given the product [CH3:19][O:18][C:13]1[CH:14]=[CH:15][CH:16]=[CH:17][C:12]=1[N:6]1[CH:7]2[CH2:8][CH2:9][CH:5]1[CH2:4][C:28]([C:24]1[CH:25]=[CH:26][CH:27]=[C:22]([O:21][CH3:20])[CH:23]=1)([C:29]#[N:30])[CH2:10]2, predict the reactants needed to synthesize it. The reactants are: [H-].[Na+].Cl[CH2:4][C@H:5]1[CH2:9][CH2:8][C@@H:7]([CH2:10]Cl)[N:6]1[C:12]1[CH:17]=[CH:16][CH:15]=[CH:14][C:13]=1[O:18][CH3:19].[CH3:20][O:21][C:22]1[CH:23]=[C:24]([CH2:28][C:29]#[N:30])[CH:25]=[CH:26][CH:27]=1.O.